From a dataset of Forward reaction prediction with 1.9M reactions from USPTO patents (1976-2016). Predict the product of the given reaction. (1) Given the reactants [CH3:1]C(C)([O-])C.[K+].[C:7]1([CH:13]2[CH2:17][CH2:16][CH2:15][C:14]2=[O:18])[CH:12]=[CH:11][CH:10]=[CH:9][CH:8]=1.IC, predict the reaction product. The product is: [CH3:1][C:13]1([C:7]2[CH:12]=[CH:11][CH:10]=[CH:9][CH:8]=2)[CH2:17][CH2:16][CH2:15][C:14]1=[O:18]. (2) The product is: [Br:1][C:2]1[CH:6]=[N:5][N:4]([CH3:7])[C:3]=1[C:8]1[CH:9]=[C:10]([NH:16][C:28]([NH:27][C:17]2[C:26]3[C:21](=[CH:22][CH:23]=[CH:24][CH:25]=3)[CH:20]=[CH:19][CH:18]=2)=[O:29])[CH:11]=[CH:12][C:13]=1[O:14][CH3:15]. Given the reactants [Br:1][C:2]1[CH:6]=[N:5][N:4]([CH3:7])[C:3]=1[C:8]1[CH:9]=[C:10]([NH2:16])[CH:11]=[CH:12][C:13]=1[O:14][CH3:15].[C:17]1([N:27]=[C:28]=[O:29])[C:26]2[C:21](=[CH:22][CH:23]=[CH:24][CH:25]=2)[CH:20]=[CH:19][CH:18]=1, predict the reaction product. (3) Given the reactants C(N1C=[C:11]([CH2:13][O:14][C:15]2[CH:20]=[CH:19][C:18]([NH:21][S:22]([C:25]3[CH:26]=[CH:27][C:28]([CH3:34])=[C:29]([CH:33]=3)[C:30]([OH:32])=[O:31])(=[O:24])=[O:23])=[CH:17][CH:16]=2)[N:10]=[N:9]1)C1C=CC=CC=1.ClS(C1C=CC(C)=C(C=1)[C:44](O)=[O:45])(=O)=O.O1C=NN=C1COC1C=CC(N)=CC=1, predict the reaction product. The product is: [O:45]1[CH:44]=[N:9][N:10]=[C:11]1[CH2:13][O:14][C:15]1[CH:20]=[CH:19][C:18]([NH:21][S:22]([C:25]2[CH:26]=[CH:27][C:28]([CH3:34])=[C:29]([CH:33]=2)[C:30]([OH:32])=[O:31])(=[O:23])=[O:24])=[CH:17][CH:16]=1.